From a dataset of Full USPTO retrosynthesis dataset with 1.9M reactions from patents (1976-2016). Predict the reactants needed to synthesize the given product. (1) Given the product [CH2:1]([O:8][C@@H:9]1[C@@H:14]([O:15][CH2:16][C:17]2[CH:18]=[CH:19][CH:20]=[CH:21][CH:22]=2)[C@@H:13]([O:23][CH2:24][C:25]2[CH:30]=[CH:29][CH:28]=[CH:27][CH:26]=2)[C@@H:12]([CH2:31][O:32][CH2:33][C:34]2[CH:39]=[CH:38][CH:37]=[CH:36][CH:35]=2)[O:11][C@:10]21[C:47]1[C:42](=[CH:43][C:44]([CH3:57])=[C:45]([CH2:48][C:49]3[CH:50]=[CH:51][C:52]([C:55]#[C:56][CH3:58])=[CH:53][CH:54]=3)[CH:46]=1)[CH2:41][O:40]2)[C:2]1[CH:7]=[CH:6][CH:5]=[CH:4][CH:3]=1, predict the reactants needed to synthesize it. The reactants are: [CH2:1]([O:8][C@@H:9]1[C@@H:14]([O:15][CH2:16][C:17]2[CH:22]=[CH:21][CH:20]=[CH:19][CH:18]=2)[C@@H:13]([O:23][CH2:24][C:25]2[CH:30]=[CH:29][CH:28]=[CH:27][CH:26]=2)[C@@H:12]([CH2:31][O:32][CH2:33][C:34]2[CH:39]=[CH:38][CH:37]=[CH:36][CH:35]=2)[O:11][C@:10]21[C:47]1[C:42](=[CH:43][C:44]([CH3:57])=[C:45]([CH2:48][C:49]3[CH:54]=[CH:53][C:52]([CH2:55][CH3:56])=[CH:51][CH:50]=3)[CH:46]=1)[CH2:41][O:40]2)[C:2]1[CH:7]=[CH:6][CH:5]=[CH:4][CH:3]=1.[CH2:58]([Li])CCC.CCCCCC.CI. (2) Given the product [CH2:28]([O:30][C:31]([C:2]1[S:6][C:5]([C:7]2[C:8]([CH3:22])=[N:9][N:10]3[C:15]([CH:16]([CH2:19][CH3:20])[CH2:17][CH3:18])=[CH:14][C:13]([CH3:21])=[N:12][C:11]=23)=[C:4]([Cl:23])[CH:3]=1)=[O:32])[CH3:29], predict the reactants needed to synthesize it. The reactants are: Br[C:2]1[S:6][C:5]([C:7]2[C:8]([CH3:22])=[N:9][N:10]3[C:15]([CH:16]([CH2:19][CH3:20])[CH2:17][CH3:18])=[CH:14][C:13]([CH3:21])=[N:12][C:11]=23)=[C:4]([Cl:23])[CH:3]=1.C([Mg]Cl)C.[CH2:28]([O:30][C:31](C#N)=[O:32])[CH3:29].